Dataset: Peptide-MHC class I binding affinity with 185,985 pairs from IEDB/IMGT. Task: Regression. Given a peptide amino acid sequence and an MHC pseudo amino acid sequence, predict their binding affinity value. This is MHC class I binding data. The peptide sequence is RSKQKIGDLR. The MHC is HLA-A03:01 with pseudo-sequence HLA-A03:01. The binding affinity (normalized) is 0.237.